From a dataset of CYP3A4 inhibition data for predicting drug metabolism from PubChem BioAssay. Regression/Classification. Given a drug SMILES string, predict its absorption, distribution, metabolism, or excretion properties. Task type varies by dataset: regression for continuous measurements (e.g., permeability, clearance, half-life) or binary classification for categorical outcomes (e.g., BBB penetration, CYP inhibition). Dataset: cyp3a4_veith. (1) The result is 0 (non-inhibitor). The compound is COc1cccc(C2=CC(c3ccccc3)n3nnnc3N2)c1. (2) The compound is C[C@@H]1O[C@H](O[C@H]2C[C@@H](O)[C@@]3(CO)[C@H]4[C@@H](O)C[C@]5(C)[C@@H](C6=CC(=O)OC6)CC[C@]5(O)[C@H]4CC[C@]3(O)C2)[C@@H](O)[C@H](O)[C@@H]1O.O.O.O.O.O.O.O.O. The result is 0 (non-inhibitor). (3) The compound is Cc1ccn2c(NC(=O)c3ccccc3)c(-c3cccs3)nc2c1. The result is 1 (inhibitor). (4) The drug is CC[C@](C)(CN(C)C)OC(=O)c1ccccc1. The result is 0 (non-inhibitor). (5) The compound is CC(=O)SC[C@@H](Cc1ccccc1)C(=O)NCC(=O)OCc1ccccc1. The result is 1 (inhibitor).